This data is from Choline transporter screen with 302,306 compounds. The task is: Binary Classification. Given a drug SMILES string, predict its activity (active/inactive) in a high-throughput screening assay against a specified biological target. (1) The drug is O(Cc1oc(cc1)C(=O)NN)c1c([N+]([O-])=O)cc(cc1)C. The result is 0 (inactive). (2) The compound is S1(=O)(=O)N(C(=CC(=N1)c1sccc1)C(=O)Nc1ccc(OC)cc1)C. The result is 0 (inactive).